Dataset: Reaction yield outcomes from USPTO patents with 853,638 reactions. Task: Predict the reaction yield, written as a fraction of the theoretical maximum amount of product (1.0 means a 100% yield; for example, 0.34 means a 34% yield). (1) The reactants are [Cl:1][C:2]1[C:7]([C:8]([OH:10])=[O:9])=[C:6]([CH3:11])[CH:5]=[C:4]([Cl:12])[N:3]=1.[C:13]([O-])([O-])=O.[K+].[K+].IC.O. The catalyst is CN(C=O)C. The product is [CH3:13][O:9][C:8]([C:7]1[C:2]([Cl:1])=[N:3][C:4]([Cl:12])=[CH:5][C:6]=1[CH3:11])=[O:10]. The yield is 0.980. (2) The yield is 0.720. The catalyst is C1COCC1. The product is [F:20][C:2]([F:1])([F:19])[C:3]1[CH:4]=[CH:5][C:6]([C:9]2[O:13][CH:12]=[N:11][C:10]=2[CH:14]=[O:15])=[CH:7][CH:8]=1. The reactants are [F:1][C:2]([F:20])([F:19])[C:3]1[CH:8]=[CH:7][C:6]([C:9]2[O:13][CH:12]=[N:11][C:10]=2[C:14](OCC)=[O:15])=[CH:5][CH:4]=1.[H-].C([Al+]CC(C)C)C(C)C. (3) The reactants are [CH3:1][O:2][C:3]([C:5]1[CH:13]=[C:12]2[C:8]([C:9]([C:16]([NH2:18])=[O:17])=[CH:10][N:11]2[CH2:14][CH3:15])=[CH:7][CH:6]=1)=[O:4].CO[CH:21](OC)[CH2:22]Br. The catalyst is COCCOCCOC. The product is [CH2:14]([N:11]1[C:12]2[C:8](=[CH:7][CH:6]=[C:5]([C:3]([O:2][CH3:1])=[O:4])[CH:13]=2)[C:9]([C:16]2[O:17][CH:21]=[CH:22][N:18]=2)=[CH:10]1)[CH3:15]. The yield is 0.460.